From a dataset of Forward reaction prediction with 1.9M reactions from USPTO patents (1976-2016). Predict the product of the given reaction. (1) Given the reactants [OH:1][N:2]1[CH:6]=[CH:5][C:4]([C:7]2[CH:12]=[CH:11][CH:10]=[CH:9][C:8]=2[F:13])=[N:3]1.[CH3:14][N:15]([C:19]1[CH:24]=[CH:23][CH:22]=[CH:21][CH:20]=1)[C:16](Cl)=[O:17], predict the reaction product. The product is: [F:13][C:8]1[CH:9]=[CH:10][CH:11]=[CH:12][C:7]=1[C:4]1[CH:5]=[CH:6][N:2]([O:1][C:16](=[O:17])[N:15]([CH3:14])[C:19]2[CH:24]=[CH:23][CH:22]=[CH:21][CH:20]=2)[N:3]=1. (2) Given the reactants C(O)(=O)C.[N+:5]([C:8]1[N:9]=[CH:10][NH:11][CH:12]=1)([O-:7])=[O:6].[N+:13]([O-])([OH:15])=[O:14], predict the reaction product. The product is: [N+:13]([N:11]1[CH:12]=[C:8]([N+:5]([O-:7])=[O:6])[N:9]=[CH:10]1)([O-:15])=[O:14]. (3) Given the reactants [F:1][C:2]1[C:7]([C:8]([O:10][CH3:11])=[O:9])=[C:6]([O:12][CH3:13])[C:5]([N+:14]([O-])=O)=[CH:4][CH:3]=1.CO, predict the reaction product. The product is: [NH2:14][C:5]1[C:6]([O:12][CH3:13])=[C:7]([C:2]([F:1])=[CH:3][CH:4]=1)[C:8]([O:10][CH3:11])=[O:9]. (4) Given the reactants [C:1]([O:4][CH2:5][C:6]1[C:7]([N:21]2[CH2:32][CH2:31][N:30]3[C:23](=[CH:24][C:25]4[CH2:26][C:27]([CH3:34])([CH3:33])[CH2:28][C:29]=43)[C:22]2=[O:35])=[N:8][CH:9]=[CH:10][C:11]=1B1OC(C)(C)C(C)(C)O1)(=[O:3])[CH3:2].Br[C:37]1[CH:38]=[C:39]([NH:45][C:46]2[N:51]=[CH:50][C:49]([N:52]3[CH2:57][CH2:56][N:55]([C:58]([O:60][C:61]([CH3:64])([CH3:63])[CH3:62])=[O:59])[CH2:54][CH2:53]3)=[CH:48][CH:47]=2)[C:40](=[O:44])[N:41]([CH3:43])[CH:42]=1.[O-]P([O-])([O-])=O.[K+].[K+].[K+].C([O-])(=O)C.[Na+], predict the reaction product. The product is: [C:1]([O:4][CH2:5][C:6]1[C:7]([N:21]2[CH2:32][CH2:31][N:30]3[C:23](=[CH:24][C:25]4[CH2:26][C:27]([CH3:34])([CH3:33])[CH2:28][C:29]=43)[C:22]2=[O:35])=[N:8][CH:9]=[CH:10][C:11]=1[C:37]1[CH:38]=[C:39]([NH:45][C:46]2[N:51]=[CH:50][C:49]([N:52]3[CH2:53][CH2:54][N:55]([C:58]([O:60][C:61]([CH3:64])([CH3:63])[CH3:62])=[O:59])[CH2:56][CH2:57]3)=[CH:48][CH:47]=2)[C:40](=[O:44])[N:41]([CH3:43])[CH:42]=1)(=[O:3])[CH3:2]. (5) Given the reactants [CH3:1][O:2][C:3]1[CH:8]=[CH:7][N:6]=[C:5]([CH2:9][OH:10])[N:4]=1.C(Cl)(=O)C(Cl)=O.CS(C)=O.C(N(CC)CC)C, predict the reaction product. The product is: [CH3:1][O:2][C:3]1[CH:8]=[CH:7][N:6]=[C:5]([CH:9]=[O:10])[N:4]=1. (6) The product is: [Cl:32][C:20]1[C:7]2[C:6](=[CH:5][C:4]([O:3][CH2:1][CH3:2])=[C:9]([CH:10]3[CH2:11][CH2:12][N:13]([CH3:16])[CH2:14][CH2:15]3)[CH:8]=2)[N:17]=[CH:18][C:19]=1[C:25]([O:27][CH2:28][CH3:29])=[O:26]. Given the reactants [CH2:1]([O:3][C:4]1[CH:5]=[C:6]([NH:17][CH:18]=[C:19]([C:25]([O:27][CH2:28][CH3:29])=[O:26])[C:20](OCC)=O)[CH:7]=[CH:8][C:9]=1[CH:10]1[CH2:15][CH2:14][N:13]([CH3:16])[CH2:12][CH2:11]1)[CH3:2].O=P(Cl)(Cl)[Cl:32], predict the reaction product. (7) Given the reactants [Cl:1][C:2]1[CH:7]=[CH:6][C:5]([NH:8]C(=O)C)=[C:4]([CH:12]2[CH2:14][CH2:13]2)[CH:3]=1.Cl, predict the reaction product. The product is: [Cl:1][C:2]1[CH:7]=[CH:6][C:5]([NH2:8])=[C:4]([CH:12]2[CH2:14][CH2:13]2)[CH:3]=1. (8) Given the reactants C(N(C(C)C)CC)(C)C.[CH3:10][N:11]([CH3:15])[C:12](Cl)=[O:13].[CH3:16][O:17][C:18]1[CH:19]=[C:20](/[CH:30]=[C:31]2\[CH2:32][CH2:33][C@H:34]3[CH2:39][NH:38][CH2:37][C@@H:36]([C:40]4[CH:45]=[C:44]([F:46])[C:43]([F:47])=[C:42]([F:48])[CH:41]=4)[N:35]3[C:49]\2=[O:50])[CH:21]=[CH:22][C:23]=1[N:24]1[CH:28]=[C:27]([CH3:29])[N:26]=[CH:25]1.O.C(=O)(O)[O-].[Na+], predict the reaction product. The product is: [CH3:10][N:11]([CH3:15])[C:12]([N:38]1[CH2:37][C@@H:36]([C:40]2[CH:45]=[C:44]([F:46])[C:43]([F:47])=[C:42]([F:48])[CH:41]=2)[N:35]2[C:49](=[O:50])/[C:31](=[CH:30]/[C:20]3[CH:21]=[CH:22][C:23]([N:24]4[CH:28]=[C:27]([CH3:29])[N:26]=[CH:25]4)=[C:18]([O:17][CH3:16])[CH:19]=3)/[CH2:32][CH2:33][C@H:34]2[CH2:39]1)=[O:13]. (9) Given the reactants [CH3:1][C:2]1([CH3:9])[NH:6][C:5](=[O:7])[NH:4][C:3]1=[O:8].[C:10]([O-])([O-])=O.[K+].[K+], predict the reaction product. The product is: [CH3:10][N:4]1[C:3](=[O:8])[C:2]([CH3:9])([CH3:1])[NH:6][C:5]1=[O:7].